Dataset: Reaction yield outcomes from USPTO patents with 853,638 reactions. Task: Predict the reaction yield, written as a fraction of the theoretical maximum amount of product (1.0 means a 100% yield; for example, 0.34 means a 34% yield). The reactants are [I:1][C:2]1[CH:17]=[CH:16][C:5]2[NH:6][C:7]([CH2:12][C:13](O)=[O:14])=[N:8][S:9](=[O:11])(=[O:10])[C:4]=2[CH:3]=1.C([O:21][C:22]([C:24]1[N:25]([NH:29][CH2:30][CH2:31][C:32]([CH3:35])([CH3:34])[CH3:33])[CH:26]=[CH:27][CH:28]=1)=O)C=C.ClCCl.[O-]CC.[Na+].Cl. The catalyst is CN(C)C=O.C(O)C. The product is [CH3:33][C:32]([CH3:35])([CH3:34])[CH2:31][CH2:30][N:29]1[C:13](=[O:14])[C:12]([C:7]2[NH:6][C:5]3[CH:16]=[CH:17][C:2]([I:1])=[CH:3][C:4]=3[S:9](=[O:11])(=[O:10])[N:8]=2)=[C:22]([OH:21])[C:24]2=[CH:28][CH:27]=[CH:26][N:25]12. The yield is 0.820.